From a dataset of Full USPTO retrosynthesis dataset with 1.9M reactions from patents (1976-2016). Predict the reactants needed to synthesize the given product. Given the product [C:25]([C:29]1[CH:30]=[C:31]([CH3:37])[CH:32]([C:34]([C:12]2[C:24]3[CH2:23][C:22]4[C:17](=[CH:18][CH:19]=[CH:20][CH:21]=4)[C:16]=3[CH:15]=[CH:14][CH:13]=2)([CH3:36])[CH3:35])[CH:33]=1)([CH3:28])([CH3:27])[CH3:26], predict the reactants needed to synthesize it. The reactants are: CCCCCC.C([Li])CCC.[CH:12]1[C:24]2[CH2:23][C:22]3[C:17](=[CH:18][CH:19]=[CH:20][CH:21]=3)[C:16]=2[CH:15]=[CH:14][CH:13]=1.[C:25]([C:29]1[CH:30]=[C:31]([CH3:37])[C:32](=[C:34]([CH3:36])[CH3:35])[CH:33]=1)([CH3:28])([CH3:27])[CH3:26].